This data is from Peptide-MHC class I binding affinity with 185,985 pairs from IEDB/IMGT. The task is: Regression. Given a peptide amino acid sequence and an MHC pseudo amino acid sequence, predict their binding affinity value. This is MHC class I binding data. (1) The peptide sequence is RVTKRDESSI. The MHC is HLA-A02:03 with pseudo-sequence HLA-A02:03. The binding affinity (normalized) is 0.142. (2) The peptide sequence is LPLMMLSPL. The MHC is HLA-B07:02 with pseudo-sequence HLA-B07:02. The binding affinity (normalized) is 0.820. (3) The peptide sequence is VRQRVIPVY. The MHC is HLA-A02:02 with pseudo-sequence HLA-A02:02. The binding affinity (normalized) is 0. (4) The binding affinity (normalized) is 0.0741. The peptide sequence is APRTLVYLL. The MHC is HLA-A68:01 with pseudo-sequence HLA-A68:01. (5) The peptide sequence is ILIYNGWYA. The MHC is HLA-B53:01 with pseudo-sequence HLA-B53:01. The binding affinity (normalized) is 0. (6) The peptide sequence is DTTTDISKY. The MHC is HLA-A69:01 with pseudo-sequence HLA-A69:01. The binding affinity (normalized) is 0.0847. (7) The peptide sequence is MTVDEVEDY. The MHC is HLA-A23:01 with pseudo-sequence HLA-A23:01. The binding affinity (normalized) is 0.0847.